Predict the reaction yield, written as a fraction of the theoretical maximum amount of product (1.0 means a 100% yield; for example, 0.34 means a 34% yield). From a dataset of Reaction yield outcomes from USPTO patents with 853,638 reactions. (1) The reactants are [C:1]1([N:7]2[CH:11]=[CH:10][CH:9]=[N:8]2)[CH:6]=[CH:5][CH:4]=[CH:3][CH:2]=1.C(OC(=O)C)(=O)C.[N+:19]([O-])([OH:21])=[O:20]. No catalyst specified. The product is [N+:19]([C:10]1[CH:9]=[N:8][N:7]([C:1]2[CH:2]=[CH:3][CH:4]=[CH:5][CH:6]=2)[CH:11]=1)([O-:21])=[O:20]. The yield is 0.366. (2) The reactants are C([Li])(C)(C)C.Br[C:7]1[CH:12]=[CH:11][C:10]([N:13]2[CH2:18][CH:17]([CH3:19])[O:16][CH:15]([CH3:20])[CH2:14]2)=[C:9]([CH:21]2[O:25]CCO2)[CH:8]=1.CON(C)[C:29](=[O:31])[CH3:30]. The catalyst is C1COCC1. The product is [C:29]([C:7]1[CH:12]=[CH:11][C:10]([N:13]2[CH2:14][CH:15]([CH3:20])[O:16][CH:17]([CH3:19])[CH2:18]2)=[C:9]([CH:8]=1)[CH:21]=[O:25])(=[O:31])[CH3:30]. The yield is 0.450. (3) The reactants are [Cl:1][C:2]1[C:11]2[C:6](=[CH:7][C:8]([O:26][CH3:27])=[C:9]([O:12][CH2:13][C@@H:14]3[CH2:18][CH2:17][CH2:16][N:15]3C(OC(C)(C)C)=O)[CH:10]=2)[N:5]=[CH:4][N:3]=1.[Cl:28][C:29]1[C:30]([F:36])=[C:31]([CH:33]=[CH:34][CH:35]=1)[NH2:32].Cl. The catalyst is C(#N)C. The product is [ClH:1].[Cl:28][C:29]1[C:30]([F:36])=[C:31]([CH:33]=[CH:34][CH:35]=1)[NH:32][C:2]1[C:11]2[C:6](=[CH:7][C:8]([O:26][CH3:27])=[C:9]([O:12][CH2:13][C@@H:14]3[CH2:18][CH2:17][CH2:16][NH:15]3)[CH:10]=2)[N:5]=[CH:4][N:3]=1. The yield is 1.00.